Predict the reactants needed to synthesize the given product. From a dataset of Full USPTO retrosynthesis dataset with 1.9M reactions from patents (1976-2016). (1) Given the product [NH2:28][C:23]1[CH:22]=[C:21]([C:9]2[CH:14]=[CH:13][N:12]=[C:11]([NH:15][C:16](=[O:18])[CH3:17])[CH:10]=2)[CH:26]=[N:25][C:24]=1[CH3:27], predict the reactants needed to synthesize it. The reactants are: CC1(C)C(C)(C)OB([C:9]2[CH:14]=[CH:13][N:12]=[C:11]([NH:15][C:16](=[O:18])[CH3:17])[CH:10]=2)O1.Br[C:21]1[CH:22]=[C:23]([NH2:28])[C:24]([CH3:27])=[N:25][CH:26]=1.C(=O)([O-])[O-].[Cs+].[Cs+]. (2) Given the product [NH2:8][C:9]1[N:17]=[CH:16][N:15]=[C:14]2[C:10]=1[NH:11][C:12](=[O:32])[N:13]2[C:18]1[CH:19]=[C:20]([NH:24][C:25](=[O:31])[O:26][C:27]([CH3:28])([CH3:30])[CH3:29])[CH:21]=[CH:22][CH:23]=1, predict the reactants needed to synthesize it. The reactants are: C([N:8](CC1C=CC=CC=1)[C:9]1[N:17]=[CH:16][N:15]=[C:14]2[C:10]=1[NH:11][C:12](=[O:32])[N:13]2[C:18]1[CH:19]=[C:20]([NH:24][C:25](=[O:31])[O:26][C:27]([CH3:30])([CH3:29])[CH3:28])[CH:21]=[CH:22][CH:23]=1)C1C=CC=CC=1.Cl. (3) Given the product [Cl:1][C:2]1[CH:7]=[C:6]([F:8])[CH:5]=[CH:4][C:3]=1/[C:9](/[CH2:36][CH3:37])=[C:10](\[C:26]1[CH:27]=[CH:28][C:29](/[CH:32]=[CH:33]/[C:34]2[NH:35][C:40](=[O:42])[O:39][N:38]=2)=[CH:30][CH:31]=1)/[C:11]1[CH:12]=[C:13]2[C:17](=[CH:18][CH:19]=1)[NH:16][N:15]=[CH:14]2, predict the reactants needed to synthesize it. The reactants are: [Cl:1][C:2]1[CH:7]=[C:6]([F:8])[CH:5]=[CH:4][C:3]=1/[C:9](/[CH2:36][CH3:37])=[C:10](\[C:26]1[CH:31]=[CH:30][C:29](/[CH:32]=[CH:33]/[C:34]#[N:35])=[CH:28][CH:27]=1)/[C:11]1[CH:12]=[C:13]2[C:17](=[CH:18][CH:19]=1)[N:16](C1CCCCO1)[N:15]=[CH:14]2.[NH2:38][OH:39].[CH2:40]([OH:42])C. (4) Given the product [C:26]1([CH:25]([C:32]2[CH:37]=[CH:36][CH:35]=[CH:34][CH:33]=2)[CH2:24][NH:23][C:4]2[N:3]=[C:2]([NH:65][CH2:64][CH2:63][C:61]3[N:60]=[CH:59][N:58]([CH:55]([CH3:57])[CH3:56])[CH:62]=3)[N:10]=[C:9]3[C:5]=2[N:6]=[CH:7][N:8]3[C@@H:11]2[CH2:15][C@H:14]([NH:16][C:17](=[O:20])[CH2:18][CH3:19])[C@@H:13]([OH:21])[C@H:12]2[OH:22])[CH:31]=[CH:30][CH:29]=[CH:28][CH:27]=1, predict the reactants needed to synthesize it. The reactants are: Cl[C:2]1[N:10]=[C:9]2[C:5]([N:6]=[CH:7][N:8]2[C@@H:11]2[CH2:15][C@H:14]([NH:16][C:17](=[O:20])[CH2:18][CH3:19])[C@@H:13]([OH:21])[C@H:12]2[OH:22])=[C:4]([NH:23][CH2:24][CH:25]([C:32]2[CH:37]=[CH:36][CH:35]=[CH:34][CH:33]=2)[C:26]2[CH:31]=[CH:30][CH:29]=[CH:28][CH:27]=2)[N:3]=1.ClC1N=C2C(N=CN2[C@@H]2C[C@H](O)C=C2)=C(Cl)N=1.[CH:55]([N:58]1[CH:62]=[C:61]([CH2:63][CH2:64][NH2:65])[N:60]=[CH:59]1)([CH3:57])[CH3:56]. (5) Given the product [CH3:16][C:17]1[C:18]([NH:23][C:24]2[S:25][C:2]([C:3]([O:5][CH2:6][CH3:7])=[O:4])=[C:8]([C:9]3[CH:14]=[CH:13][CH:12]=[CH:11][N:10]=3)[N:26]=2)=[N:19][CH:20]=[CH:21][CH:22]=1, predict the reactants needed to synthesize it. The reactants are: Br[CH:2]([C:8](=O)[C:9]1[CH:14]=[CH:13][CH:12]=[CH:11][N:10]=1)[C:3]([O:5][CH2:6][CH3:7])=[O:4].[CH3:16][C:17]1[C:18]([NH:23][C:24]([NH2:26])=[S:25])=[N:19][CH:20]=[CH:21][CH:22]=1. (6) Given the product [Br:1][C:2]1[CH:7]=[CH:6][C:5]([N+:8]([O-:10])=[O:9])=[C:4]([NH:21][C:22]2[CH:27]=[CH:26][CH:25]=[CH:24][CH:23]=2)[CH:3]=1, predict the reactants needed to synthesize it. The reactants are: [Br:1][C:2]1[CH:7]=[CH:6][C:5]([N+:8]([O-:10])=[O:9])=[C:4](F)[CH:3]=1.C(N(C(C)C)CC)(C)C.[NH2:21][C:22]1[CH:27]=[CH:26][CH:25]=[CH:24][CH:23]=1.O. (7) Given the product [CH2:2]([O:4][CH2:19]/[CH:14]=[CH:15]\[C@@H:47]1[CH2:46][CH2:45][C:44]2[CH:43]=[C:42]([C@H:39]3[CH2:40][CH2:41][C@@:35]4([NH:34][C:33](=[O:32])[O:37][CH2:36]4)[CH2:38]3)[CH:51]=[CH:50][C:49]=2[CH2:48]1)[CH3:5], predict the reactants needed to synthesize it. The reactants are: C[C:2]([CH3:5])([O-:4])C.[K+].[Br-].C(OCC[P+](C1C=CC=CC=1)(C1C=CC=CC=1)[C:14]1[CH:19]=CC=C[CH:15]=1)C.[O:32]=[C:33]1[O:37][CH2:36][C@:35]2([CH2:41][CH2:40][C@H:39]([C:42]3[CH:43]=[C:44]4[C:49](=[CH:50][CH:51]=3)[CH2:48][C@H:47](C=O)[CH2:46][CH2:45]4)[CH2:38]2)[NH:34]1.OP([O-])(O)=O.[K+]. (8) Given the product [CH3:7][O:8][C:9]1[CH:10]=[C:11](/[CH:12]=[CH:28]/[C:29]([NH:31][C:32]2[CH:40]=[CH:39][CH:38]=[CH:37][C:33]=2[C:34]([OH:36])=[O:35])=[O:30])[CH:14]=[CH:15][C:16]=1[O:17][CH2:18][C:19]1[CH:20]=[N:21][CH:22]=[CH:23][CH:24]=1, predict the reactants needed to synthesize it. The reactants are: N1CCCCC1.[CH3:7][O:8][C:9]1[CH:10]=[C:11]([CH:14]=[CH:15][C:16]=1[O:17][CH2:18][C:19]1[CH:20]=[N:21][CH:22]=[CH:23][CH:24]=1)[CH:12]=O.C([CH2:28][C:29]([NH:31][C:32]1[CH:40]=[CH:39][CH:38]=[CH:37][C:33]=1[C:34]([OH:36])=[O:35])=[O:30])(O)=O.CC(O)=O. (9) Given the product [CH3:10][O:9][C:7]1[CH:6]=[C:5](/[CH:11]=[CH:12]/[C:13]2[CH:18]=[CH:38][C:35]([O:37][CH:40]([CH3:45])[CH3:41])=[CH:36][CH:14]=2)[CH:4]=[C:3]([O:2][CH3:1])[CH:8]=1, predict the reactants needed to synthesize it. The reactants are: [CH3:1][O:2][C:3]1[CH:4]=[C:5]([C:11](=NNS(C2C=CC(C)=CC=2)(=O)=O)[CH2:12][C:13]2[CH:18]=CC3OCOC=3[CH:14]=2)[CH:6]=[C:7]([O:9][CH3:10])[CH:8]=1.C[C:35]([CH3:38])([O-:37])[CH3:36].[K+].[C:40]1(C)[CH:45]=CC=C[CH:41]=1.